From a dataset of Reaction yield outcomes from USPTO patents with 853,638 reactions. Predict the reaction yield, written as a fraction of the theoretical maximum amount of product (1.0 means a 100% yield; for example, 0.34 means a 34% yield). (1) The reactants are C(NC(C)C)(C)C.C([Li])CCC.[CH3:13][O:14][C:15](=[O:27])[CH2:16][C:17]1[CH:22]=[CH:21][C:20]([Cl:23])=[C:19]([N+:24]([O-:26])=[O:25])[CH:18]=1.I[CH2:29][CH:30]1[CH2:34][CH2:33][CH2:32][CH2:31]1. The catalyst is O1CCCC1.CN1CCCN(C)C1=O. The product is [CH3:13][O:14][C:15](=[O:27])[CH:16]([C:17]1[CH:22]=[CH:21][C:20]([Cl:23])=[C:19]([N+:24]([O-:26])=[O:25])[CH:18]=1)[CH2:29][CH:30]1[CH2:34][CH2:33][CH2:32][CH2:31]1. The yield is 0.320. (2) The reactants are Br[C:2]([CH3:9])([CH3:8])[C:3]([O:5][CH2:6][CH3:7])=[O:4].C(N(C(C)C)CC)(C)C.[CH:19]1([C:22]2[C:31]3[C:26](=[CH:27][CH:28]=[CH:29][CH:30]=3)[C:25]([N:32]3[C:36]([C:37]([F:40])([F:39])[F:38])=[N:35][N:34]=[C:33]3[SH:41])=[CH:24][CH:23]=2)[CH2:21][CH2:20]1. The catalyst is CN(C=O)C. The product is [CH:19]1([C:22]2[C:31]3[C:26](=[CH:27][CH:28]=[CH:29][CH:30]=3)[C:25]([N:32]3[C:36]([C:37]([F:38])([F:40])[F:39])=[N:35][N:34]=[C:33]3[S:41][C:2]([CH3:9])([CH3:8])[C:3]([O:5][CH2:6][CH3:7])=[O:4])=[CH:24][CH:23]=2)[CH2:20][CH2:21]1. The yield is 0.370. (3) The reactants are [OH:1][CH2:2][C:3]1[CH:4]=[C:5]([NH:9][CH:10]=[C:11]([N+:14]([O-:16])=[O:15])[CH:12]=O)[CH:6]=[CH:7][CH:8]=1.NC1C=C(C=CC=1)CO. The catalyst is CC(O)=O.Cl.C1(S)C=CC=CC=1. The product is [N+:14]([C:11]1[CH:10]=[N:9][C:5]2[C:6]([CH:12]=1)=[CH:7][CH:8]=[C:3]([CH2:2][OH:1])[CH:4]=2)([O-:16])=[O:15]. The yield is 0.0900. (4) The reactants are [CH3:1][S:2](OCC1C=CC=C(C2N=C(N3CCOCC3)C3=CC(CN(C)C)=CN3N=2)C=1)(=[O:4])=[O:3].[NH2:32][CH2:33][C:34]1[CH:35]=[C:36]([C:40]2[N:45]=[C:44]([N:46]3[CH2:51][CH2:50][O:49][CH2:48][CH2:47]3)[C:43]3=[CH:52][C:53]([CH2:55][N:56]([CH3:58])[CH3:57])=[CH:54][N:42]3[N:41]=2)[CH:37]=[CH:38][CH:39]=1.ClCCl. The catalyst is CO. The product is [CH3:57][N:56]([CH2:55][C:53]1[CH:52]=[C:43]2[N:42]([CH:54]=1)[N:41]=[C:40]([C:36]1[CH:35]=[C:34]([CH:39]=[CH:38][CH:37]=1)[CH2:33][NH:32][S:2]([CH3:1])(=[O:4])=[O:3])[N:45]=[C:44]2[N:46]1[CH2:47][CH2:48][O:49][CH2:50][CH2:51]1)[CH3:58]. The yield is 0.267. (5) The reactants are [CH2:1]([C@H:8]([NH:39][C:40](=[O:70])[C@H:41]([CH2:47][C:48]([NH:50]C(C1C=CC=CC=1)(C1C=CC=CC=1)C1C=CC=CC=1)=[O:49])[NH:42][C:43]([O:45][CH3:46])=[O:44])[C@@H:9]([OH:38])[CH2:10][C@@H:11]([NH:25][C:26](=[O:37])[C@H:27]([C:33]([CH3:36])([CH3:35])[CH3:34])[NH:28][C:29]([O:31][CH3:32])=[O:30])[CH2:12][C:13]1[CH:18]=[CH:17][C:16]([C:19]2[CH:24]=[CH:23][CH:22]=[CH:21][N:20]=2)=[CH:15][CH:14]=1)[C:2]1[CH:7]=[CH:6][CH:5]=[CH:4][CH:3]=1.FC(F)(F)C(O)=O. The catalyst is ClCCl. The product is [CH3:46][O:45][C:43](=[O:44])[NH:42][C@@H:41]([CH2:47][C:48]([NH2:50])=[O:49])[C:40](=[O:70])[NH:39][C@@H:8]([CH2:1][C:2]1[CH:7]=[CH:6][CH:5]=[CH:4][CH:3]=1)[C@@H:9]([OH:38])[CH2:10][C@H:11]([CH2:12][C:13]1[CH:14]=[CH:15][C:16]([C:19]2[CH:24]=[CH:23][CH:22]=[CH:21][N:20]=2)=[CH:17][CH:18]=1)[NH:25][C:26](=[O:37])[C@H:27]([C:33]([CH3:36])([CH3:35])[CH3:34])[NH:28][C:29](=[O:30])[O:31][CH3:32]. The yield is 0.160. (6) The reactants are C(OC([C@H:8]1[NH:13][C:12]([CH3:18])([C:14]([NH:16][NH2:17])=[O:15])[CH2:11][C:10](=[O:19])[N:9]1[CH3:20])=O)(C)(C)C.[Cl:21][C:22]1[CH:23]=[C:24]([N:28]=[C:29]=O)[CH:25]=[CH:26][CH:27]=1.S(Cl)(C1C=CC(C)=CC=1)(=O)=O.CC[N:44](CC)CC. The catalyst is C(Cl)Cl.CN(C1C=CN=CC=1)C. The product is [Cl:21][C:22]1[CH:23]=[C:24]([NH:28][C:29]2[O:15][C:14]([C@@:12]3([CH3:18])[NH:13][C:8](=[NH:44])[N:9]([CH3:20])[C:10](=[O:19])[CH2:11]3)=[N:16][N:17]=2)[CH:25]=[CH:26][CH:27]=1. The yield is 0.100. (7) The reactants are FC(F)(F)C(O)=O.[C:8]1([C:14]2[CH:19]=[C:18]([CH:20]3[CH2:25][CH2:24][NH:23][CH2:22][CH2:21]3)[CH:17]=[CH:16][C:15]=2[NH:26][C:27]([C:29]2[NH:30][CH:31]=[C:32]([C:34]#[N:35])[N:33]=2)=[O:28])[CH2:13][CH2:12][CH2:11][CH2:10][CH:9]=1.CCN(CC)CC.Cl.[C:44](Cl)(=[O:51])[C:45]1[CH:50]=[CH:49][CH:48]=[N:47][CH:46]=1.CO. The catalyst is C(Cl)Cl.CCOC(C)=O. The product is [C:8]1([C:14]2[CH:19]=[C:18]([CH:20]3[CH2:21][CH2:22][N:23]([C:44]([C:45]4[CH:46]=[N:47][CH:48]=[CH:49][CH:50]=4)=[O:51])[CH2:24][CH2:25]3)[CH:17]=[CH:16][C:15]=2[NH:26][C:27]([C:29]2[NH:30][CH:31]=[C:32]([C:34]#[N:35])[N:33]=2)=[O:28])[CH2:13][CH2:12][CH2:11][CH2:10][CH:9]=1. The yield is 0.830. (8) The reactants are [CH:1]1([C:7]2[NH:11][C:10](=[O:12])[C:9]3([CH2:17][CH2:16][N:15]([S:18](/[CH:21]=[CH:22]/[C:23]4[C:31]5[O:30][C:29](=[O:32])[NH:28][C:27]=5[CH:26]=[CH:25][CH:24]=4)(=[O:20])=[O:19])[CH2:14][CH2:13]3)[N:8]=2)[CH2:6][CH2:5][CH2:4][CH2:3][CH2:2]1.[H][H]. The catalyst is CO.CN(C=O)C.[Pd]. The product is [CH:1]1([C:7]2[NH:11][C:10](=[O:12])[C:9]3([CH2:17][CH2:16][N:15]([S:18]([CH2:21][CH2:22][C:23]4[C:31]5[O:30][C:29](=[O:32])[NH:28][C:27]=5[CH:26]=[CH:25][CH:24]=4)(=[O:20])=[O:19])[CH2:14][CH2:13]3)[N:8]=2)[CH2:6][CH2:5][CH2:4][CH2:3][CH2:2]1. The yield is 0.830. (9) The reactants are [H-].[Na+].C(OP([CH2:11][C:12]([O:14][CH2:15][CH3:16])=[O:13])(OCC)=O)C.[F:17][C:18]([F:40])([F:39])[O:19][C:20]1[CH:25]=[CH:24][C:23]([N:26]2[CH:30]=[N:29][C:28]([C:31]3[CH:38]=[CH:37][C:34]([CH:35]=O)=[CH:33][CH:32]=3)=[N:27]2)=[CH:22][CH:21]=1. The catalyst is O1CCCC1.O. The product is [F:40][C:18]([F:17])([F:39])[O:19][C:20]1[CH:25]=[CH:24][C:23]([N:26]2[CH:30]=[N:29][C:28]([C:31]3[CH:38]=[CH:37][C:34](/[CH:35]=[CH:11]/[C:12]([O:14][CH2:15][CH3:16])=[O:13])=[CH:33][CH:32]=3)=[N:27]2)=[CH:22][CH:21]=1. The yield is 1.00.